This data is from Catalyst prediction with 721,799 reactions and 888 catalyst types from USPTO. The task is: Predict which catalyst facilitates the given reaction. (1) Reactant: [CH3:1][C:2]1[CH:3]([C:8]([O:10][CH2:11][CH3:12])=[O:9])[CH2:4][C:5](=[O:7])[CH:6]=1. Product: [CH3:1][CH:2]1[CH2:6][C:5](=[O:7])[CH2:4][CH:3]1[C:8]([O:10][CH2:11][CH3:12])=[O:9]. The catalyst class is: 350. (2) Reactant: [CH:1]([NH:4][C:5]1[C:10]2[C:11]([C:23]3[N:28]=[CH:27][N:26]=[C:25]([C:29]([N:31]([CH3:33])[CH3:32])=[O:30])[CH:24]=3)=[N:12][N:13](CC3C=CC(OC)=CC=3)[C:9]=2[CH:8]=[CH:7][N:6]=1)([CH3:3])[CH3:2].C(NC1C2C(C3N=CN=C(C(O)=O)C=3)=NN(CC3C=CC(OC)=CC=3)C=2C=CN=1)(C)C.C(Cl)(=O)C(Cl)=O.Cl.CNC. Product: [CH:1]([NH:4][C:5]1[C:10]2[C:11]([C:23]3[N:28]=[CH:27][N:26]=[C:25]([C:29]([N:31]([CH3:33])[CH3:32])=[O:30])[CH:24]=3)=[N:12][NH:13][C:9]=2[CH:8]=[CH:7][N:6]=1)([CH3:3])[CH3:2]. The catalyst class is: 59.